This data is from Full USPTO retrosynthesis dataset with 1.9M reactions from patents (1976-2016). The task is: Predict the reactants needed to synthesize the given product. (1) The reactants are: [C:1]([N:9]1[C:15]2[CH:16]=[CH:17][CH:18]=[CH:19][C:14]=2[CH2:13][N:12]([S:20]([C:23]2[CH:28]=[CH:27][C:26]([O:29][CH2:30][CH:31]=[C:32]=[CH:33][CH3:34])=[CH:25][CH:24]=2)(=[O:22])=[O:21])[CH:11]([C:35]([O:37]C)=[O:36])[CH2:10]1)(=[O:8])[C:2]1[CH:7]=[CH:6][CH:5]=[CH:4][CH:3]=1.[OH-].[Li+]. Given the product [C:1]([N:9]1[C:15]2[CH:16]=[CH:17][CH:18]=[CH:19][C:14]=2[CH2:13][N:12]([S:20]([C:23]2[CH:24]=[CH:25][C:26]([O:29][CH2:30][CH:31]=[C:32]=[CH:33][CH3:34])=[CH:27][CH:28]=2)(=[O:22])=[O:21])[CH:11]([C:35]([OH:37])=[O:36])[CH2:10]1)(=[O:8])[C:2]1[CH:3]=[CH:4][CH:5]=[CH:6][CH:7]=1, predict the reactants needed to synthesize it. (2) Given the product [OH:1][C@H:2]([C:16]1[S:17][CH:18]=[CH:19][CH:20]=1)[C@@H:3]1[N:7]([CH3:8])[C:6](=[S:30])[CH2:5][C@@H:4]1[C:10]1[CH:15]=[CH:14][CH:13]=[CH:12][CH:11]=1, predict the reactants needed to synthesize it. The reactants are: [OH:1][C@H:2]([C:16]1[S:17][CH:18]=[CH:19][CH:20]=1)[C@@H:3]1[N:7]([CH3:8])[C:6](=O)[CH2:5][C@@H:4]1[C:10]1[CH:15]=[CH:14][CH:13]=[CH:12][CH:11]=1.COC1C=CC(P2(SP(C3C=CC(OC)=CC=3)(=S)S2)=[S:30])=CC=1.COC1C=CC(P2(=S)CP(=S)(C3C=CC(OC)=CC=3)S2)=CC=1.CCC1(C2C=CC=CC=2)C(=O)NC(=O)NC1=O. (3) Given the product [CH3:12][C:9]1[CH:8]=[CH:7][C:6]2[C:11](=[C:2]([NH:23][C:24]3[S:25][CH:26]=[C:27]([CH3:29])[N:28]=3)[N:3]=[CH:4][C:5]=2[C:17]2[N:21]([CH3:22])[CH:20]=[N:19][CH:18]=2)[N:10]=1, predict the reactants needed to synthesize it. The reactants are: Cl[C:2]1[C:11]2[N:10]=[C:9]([CH3:12])[CH:8]=[CH:7][C:6]=2[C:5](B(O)O)=[CH:4][N:3]=1.Br[C:17]1[N:21]([CH3:22])[CH:20]=[N:19][CH:18]=1.[NH2:23][C:24]1[S:25][CH:26]=[C:27]([CH3:29])[N:28]=1. (4) Given the product [CH3:1][O:2][C:3](=[O:48])[CH2:4][CH2:5][C:6]1[C:11]([O:12][CH2:13][CH2:14][CH2:15][C:16]([OH:18])=[O:17])=[CH:10][CH:9]=[CH:8][C:7]=1[CH2:23][CH2:24][CH2:25][CH2:26][CH2:27][CH2:28][O:29][C:30]1[CH:35]=[C:34]([C:36]2[CH:37]=[CH:38][CH:39]=[CH:40][CH:41]=2)[CH:33]=[C:32]([C:42]2[CH:43]=[CH:44][CH:45]=[CH:46][CH:47]=2)[N:31]=1, predict the reactants needed to synthesize it. The reactants are: [CH3:1][O:2][C:3](=[O:48])[CH2:4][CH2:5][C:6]1[C:11]([O:12][CH2:13][CH2:14][CH2:15][C:16]([O:18]C(C)(C)C)=[O:17])=[CH:10][CH:9]=[CH:8][C:7]=1[CH2:23][CH2:24][CH2:25][CH2:26][CH2:27][CH2:28][O:29][C:30]1[CH:35]=[C:34]([C:36]2[CH:41]=[CH:40][CH:39]=[CH:38][CH:37]=2)[CH:33]=[C:32]([C:42]2[CH:47]=[CH:46][CH:45]=[CH:44][CH:43]=2)[N:31]=1.C1(OC)C=CC=CC=1.C(#N)C. (5) Given the product [C:1]([O:5][C:6]([N:8]1[CH:12]([C:13](=[O:14])[NH:55][C:56]2[S:57][CH:58]=[C:59]([C:61]3[CH:62]=[CH:63][C:64]([C:65](=[O:66])[NH:67][CH:68]4[CH2:70][CH2:69]4)=[CH:71][CH:72]=3)[N:60]=2)[CH2:11][S:10][CH:9]1[CH:16]1[CH2:21][CH2:20][O:19][CH2:18][CH2:17]1)=[O:7])([CH3:4])([CH3:2])[CH3:3], predict the reactants needed to synthesize it. The reactants are: [C:1]([O:5][C:6]([N:8]1[CH:12]([C:13](O)=[O:14])[CH2:11][S:10][C@@H:9]1[CH:16]1[CH2:21][CH2:20][O:19][CH2:18][CH2:17]1)=[O:7])([CH3:4])([CH3:3])[CH3:2].CN(C(ON1N=NC2C=CC=NC1=2)=[N+](C)C)C.F[P-](F)(F)(F)(F)F.CCN(C(C)C)C(C)C.[NH2:55][C:56]1[S:57][CH:58]=[C:59]([C:61]2[CH:72]=[CH:71][C:64]([C:65]([NH:67][CH:68]3[CH2:70][CH2:69]3)=[O:66])=[CH:63][CH:62]=2)[N:60]=1. (6) Given the product [CH:13]([O:16][C:17]1[CH:25]=[CH:24][C:23]([S:26]([CH3:29])(=[O:28])=[O:27])=[CH:22][C:18]=1[C:19]([N:8]1[CH2:7][CH2:6][C:5]2[C:10](=[CH:11][CH:12]=[C:3]([C:1]#[N:2])[CH:4]=2)[CH2:9]1)=[O:20])([CH3:15])[CH3:14], predict the reactants needed to synthesize it. The reactants are: [C:1]([C:3]1[CH:4]=[C:5]2[C:10](=[CH:11][CH:12]=1)[CH2:9][NH:8][CH2:7][CH2:6]2)#[N:2].[CH:13]([O:16][C:17]1[CH:25]=[CH:24][C:23]([S:26]([CH3:29])(=[O:28])=[O:27])=[CH:22][C:18]=1[C:19](O)=[O:20])([CH3:15])[CH3:14]. (7) Given the product [Cl:1][C:2]1[CH:17]=[CH:16][C:15]([Cl:18])=[CH:14][C:3]=1[C:4]1[NH:20][C:8]2[CH:9]=[CH:10][CH:11]=[CH:12][C:7]=2[N:6]=1, predict the reactants needed to synthesize it. The reactants are: [Cl:1][C:2]1[CH:17]=[CH:16][C:15]([Cl:18])=[CH:14][C:3]=1[C:4]([NH:6][C:7]1[CH:12]=[CH:11][CH:10]=[CH:9][C:8]=1I)=O.[I-].[NH:20]1CCC[C@H]1C(O)=O.[OH-].[Na+].N. (8) Given the product [CH3:27][N:17]1[C:18]2[CH:23]=[CH:22][C:21]([NH:11][CH2:10][CH2:9][C:6]3[CH:7]=[N:8][C:3]([C:2]([F:12])([F:1])[F:13])=[CH:4][CH:5]=3)=[CH:20][C:19]=2[N:15]([CH3:14])[C:16]1=[O:28], predict the reactants needed to synthesize it. The reactants are: [F:1][C:2]([F:13])([F:12])[C:3]1[N:8]=[CH:7][C:6]([CH2:9][C:10]#[N:11])=[CH:5][CH:4]=1.[CH3:14][N:15]1[C:19]2[CH:20]=[CH:21][C:22]([N+]([O-])=O)=[CH:23][C:18]=2[N:17]([CH3:27])[C:16]1=[O:28].